Dataset: Reaction yield outcomes from USPTO patents with 853,638 reactions. Task: Predict the reaction yield, written as a fraction of the theoretical maximum amount of product (1.0 means a 100% yield; for example, 0.34 means a 34% yield). (1) The reactants are C[O:2][C:3]([C:5]1[S:6][C:7]([C:11]2[CH:16]=[CH:15][CH:14]=[CH:13][CH:12]=2)=[CH:8][C:9]=1[I:10])=[O:4].[Li]. The catalyst is O1CCOCC1.O. The product is [I:10][C:9]1[CH:8]=[C:7]([C:11]2[CH:16]=[CH:15][CH:14]=[CH:13][CH:12]=2)[S:6][C:5]=1[C:3]([OH:4])=[O:2]. The yield is 0.970. (2) The reactants are C[O:2][C:3]([C:5]1[CH:15]=[CH:14][C:8]2[O:9][C:10]([F:13])([F:12])[O:11][C:7]=2[CH:6]=1)=O.[H-].[Al+3].[Li+].[H-].[H-].[H-].O.[OH-].[Na+]. The catalyst is O1CCCC1. The product is [F:13][C:10]1([F:12])[O:9][C:8]2[CH:14]=[CH:15][C:5]([CH2:3][OH:2])=[CH:6][C:7]=2[O:11]1. The yield is 0.760.